Dataset: Forward reaction prediction with 1.9M reactions from USPTO patents (1976-2016). Task: Predict the product of the given reaction. (1) Given the reactants [CH3:1][C:2]1[N:3]=[N:4][N:5]([CH2:7][C:8]2[CH:13]=[C:12]([C:14]([F:17])([F:16])[F:15])[CH:11]=[CH:10][C:9]=2/[CH:18]=[CH:19]/[C:20]([OH:22])=O)[N:6]=1.[CH3:23][O:24][CH2:25][C@H:26]1[NH:31][CH2:30][CH2:29][N:28]([CH2:32][C:33]2[N:34]=[C:35]([CH3:38])[O:36][CH:37]=2)[CH2:27]1, predict the reaction product. The product is: [CH3:23][O:24][CH2:25][C@@H:26]1[CH2:27][N:28]([CH2:32][C:33]2[N:34]=[C:35]([CH3:38])[O:36][CH:37]=2)[CH2:29][CH2:30][N:31]1[C:20](=[O:22])/[CH:19]=[CH:18]/[C:9]1[CH:10]=[CH:11][C:12]([C:14]([F:16])([F:15])[F:17])=[CH:13][C:8]=1[CH2:7][N:5]1[N:4]=[N:3][C:2]([CH3:1])=[N:6]1. (2) Given the reactants [OH:1][CH2:2][C:3]1[CH:4]=[C:5]([C:13]([NH:15][NH2:16])=[O:14])[CH:6]=[C:7]([CH:12]=1)[C:8]([NH:10][NH2:11])=[O:9].C(N[CH:21]([CH3:23])[CH3:22])(C)C.[C:24](Cl)([C:37]1[CH:42]=[CH:41][CH:40]=[CH:39][CH:38]=1)([C:31]1[CH:36]=[CH:35][CH:34]=[CH:33][CH:32]=1)[C:25]1[CH:30]=[CH:29][CH:28]=[CH:27][CH:26]=1, predict the reaction product. The product is: [C:24]([NH:11][NH:10][C:8](=[O:9])[C:7]1[CH:12]=[C:3]([CH2:2][OH:1])[CH:4]=[C:5]([C:13]([NH:15][NH:16][C:24]([C:22]2[CH:21]=[CH:23][CH:42]=[CH:37][CH:38]=2)([C:25]2[CH:30]=[CH:29][CH:28]=[CH:27][CH:26]=2)[C:31]2[CH:36]=[CH:35][CH:34]=[CH:33][CH:32]=2)=[O:14])[CH:6]=1)([C:37]1[CH:42]=[CH:41][CH:40]=[CH:39][CH:38]=1)([C:31]1[CH:36]=[CH:35][CH:34]=[CH:33][CH:32]=1)[C:25]1[CH:30]=[CH:29][CH:28]=[CH:27][CH:26]=1. (3) Given the reactants Br[C:2]1[N:3]([CH2:21][C:22]([O:24][C:25]([CH3:28])([CH3:27])[CH3:26])=[O:23])[C:4]2[C:9]([C:10]=1[CH:11]1[CH2:16][CH2:15][CH2:14][CH2:13][CH2:12]1)=[CH:8][CH:7]=[C:6]([C:17]([O:19][CH3:20])=[O:18])[CH:5]=2.[CH3:29][O:30][C:31]1[CH:36]=[CH:35][C:34](B(O)O)=[CH:33][CH:32]=1.C([O-])([O-])=O.[Na+].[Na+], predict the reaction product. The product is: [C:25]([O:24][C:22](=[O:23])[CH2:21][N:3]1[C:4]2[C:9](=[CH:8][CH:7]=[C:6]([C:17]([O:19][CH3:20])=[O:18])[CH:5]=2)[C:10]([CH:11]2[CH2:16][CH2:15][CH2:14][CH2:13][CH2:12]2)=[C:2]1[C:34]1[CH:35]=[CH:36][C:31]([O:30][CH3:29])=[CH:32][CH:33]=1)([CH3:28])([CH3:27])[CH3:26]. (4) Given the reactants FC(F)(F)C(O)=O.[F:8][C:9]1[C:19]2[N:18]([CH3:20])[C:17](=[O:21])[O:16][CH2:15][CH2:14][C:13]=2[CH:12]=[C:11]([N:22]2[CH2:26][C@H:25]([CH2:27][NH:28][C:29](=[O:35])[O:30][C:31](C)(C)C)[O:24][C:23]2=[O:36])[CH:10]=1.ClC(OC)=O.C(N(C(C)C)CC)(C)C.NC[C@@H]1OC(=O)N(C2C=C(F)C3N(C)C(=O)OCCC=3C=2)C1, predict the reaction product. The product is: [F:8][C:9]1[C:19]2[N:18]([CH3:20])[C:17](=[O:21])[O:16][CH2:15][CH2:14][C:13]=2[CH:12]=[C:11]([N:22]2[CH2:26][C@H:25]([CH2:27][NH:28][C:29](=[O:35])[O:30][CH3:31])[O:24][C:23]2=[O:36])[CH:10]=1. (5) Given the reactants Cl[C:2]1[CH:7]=[CH:6][N:5]=[C:4]([NH2:8])[CH:3]=1.[CH:9]1([NH2:12])[CH2:11][CH2:10]1, predict the reaction product. The product is: [CH:9]1([NH:12][C:2]2[CH:7]=[CH:6][N:5]=[C:4]([NH2:8])[CH:3]=2)[CH2:11][CH2:10]1. (6) Given the reactants [NH2:1][C:2]1[C:3]([C:19]([NH:21][C:22]2[C:27]([N:28]3[CH2:33][CH2:32][CH:31]([NH:34]C(=O)OC(C)(C)C)[CH2:30][CH2:29]3)=[CH:26][CH:25]=[CH:24][N:23]=2)=[O:20])=[N:4][C:5]([C:8]2[N:9]=[C:10]([N:13]3[CH2:18][CH2:17][O:16][CH2:15][CH2:14]3)[S:11][CH:12]=2)=[CH:6][N:7]=1.FC(F)(F)C(O)=O, predict the reaction product. The product is: [NH2:1][C:2]1[C:3]([C:19]([NH:21][C:22]2[C:27]([N:28]3[CH2:29][CH2:30][CH:31]([NH2:34])[CH2:32][CH2:33]3)=[CH:26][CH:25]=[CH:24][N:23]=2)=[O:20])=[N:4][C:5]([C:8]2[N:9]=[C:10]([N:13]3[CH2:14][CH2:15][O:16][CH2:17][CH2:18]3)[S:11][CH:12]=2)=[CH:6][N:7]=1. (7) The product is: [CH2:39]([O:38][C:35]1[CH:34]=[CH:33][C:32]([NH:31][C:24]2[C:25]3[N:26]([CH:28]=[CH:29][N:30]=3)[N:27]=[C:22]([NH:21][CH:17]3[CH2:18][CH2:19][CH2:20][NH:15][CH2:16]3)[CH:23]=2)=[CH:37][CH:36]=1)[CH3:40]. Given the reactants OC(C(F)(F)F)=O.C([N:15]1[CH2:20][CH2:19][CH2:18][CH:17]([NH:21][C:22]2[CH:23]=[C:24]([NH:31][C:32]3[CH:37]=[CH:36][C:35]([O:38][CH2:39][CH3:40])=[CH:34][CH:33]=3)[C:25]3[N:26]([CH:28]=[CH:29][N:30]=3)[N:27]=2)[CH2:16]1)C1C=CC=CC=1.C(N1CCCC(N)C1)C1C=CC=CC=1, predict the reaction product.